This data is from Forward reaction prediction with 1.9M reactions from USPTO patents (1976-2016). The task is: Predict the product of the given reaction. Given the reactants [C:1]([C:3]1[N:7]2[CH:8]=[C:9]([C:12]3[CH:17]=[CH:16][C:15]([C:18]([N:20]4[CH2:25][CH2:24][O:23][CH2:22][CH2:21]4)=[O:19])=[CH:14][CH:13]=3)[CH:10]=[CH:11][C:6]2=[N:5][CH:4]=1)#[CH:2].Br[C:27]1[CH:32]=[CH:31][N:30]=[CH:29][C:28]=1[CH3:33], predict the reaction product. The product is: [CH3:33][C:28]1[CH:29]=[N:30][CH:31]=[CH:32][C:27]=1[C:2]#[C:1][C:3]1[N:7]2[CH:8]=[C:9]([C:12]3[CH:13]=[CH:14][C:15]([C:18]([N:20]4[CH2:21][CH2:22][O:23][CH2:24][CH2:25]4)=[O:19])=[CH:16][CH:17]=3)[CH:10]=[CH:11][C:6]2=[N:5][CH:4]=1.